Dataset: Forward reaction prediction with 1.9M reactions from USPTO patents (1976-2016). Task: Predict the product of the given reaction. Given the reactants [CH3:1][C:2]1[O:6][N:5]=[C:4]([C:7]2[CH:12]=[CH:11][N:10]=[CH:9][N:8]=2)[C:3]=1[C:13](O)=[O:14].C(N(CC)CC)C.C(OC(Cl)=O)C.[BH4-].[Na+], predict the reaction product. The product is: [CH3:1][C:2]1[O:6][N:5]=[C:4]([C:7]2[CH:12]=[CH:11][N:10]=[CH:9][N:8]=2)[C:3]=1[CH2:13][OH:14].